From a dataset of Forward reaction prediction with 1.9M reactions from USPTO patents (1976-2016). Predict the product of the given reaction. (1) Given the reactants C([S-])#N.[K+:4].[CH3:5][C:6]1([S:9]([O:12]CC2C=CC=CC=2)(=[O:11])=[O:10])[CH2:8][CH2:7]1, predict the reaction product. The product is: [CH3:5][C:6]1([S:9]([O-:12])(=[O:11])=[O:10])[CH2:8][CH2:7]1.[K+:4]. (2) The product is: [C:15]([CH:14]1[CH2:13][N:12]2[C:8](=[N:9][C:10]3[C:23]([CH3:24])=[CH:22][CH:21]=[CH:20][C:11]=32)[C:3]2[CH:4]=[CH:5][CH:6]=[CH:7][C:2]=2[O:19]1)([CH3:18])([CH3:17])[CH3:16]. Given the reactants F[C:2]1[CH:7]=[CH:6][CH:5]=[CH:4][C:3]=1[C:8]1[N:12]([CH2:13][CH:14]([OH:19])[C:15]([CH3:18])([CH3:17])[CH3:16])[C:11]2[CH:20]=[CH:21][CH:22]=[C:23]([CH3:24])[C:10]=2[N:9]=1.[H-].[Na+], predict the reaction product. (3) Given the reactants C([O:4][C@@H:5]1[C@H:9]([O:10][CH2:11][C:12]2[CH:17]=[CH:16][CH:15]=[CH:14][CH:13]=2)[C@@:8]([CH2:27][O:28]C(=O)C)([CH2:18][O:19][CH2:20][C:21]2[CH:26]=[CH:25][CH:24]=[CH:23][CH:22]=2)[O:7][C@H:6]1[N:32]1[CH:39]=[CH:38][C:36](=[O:37])[NH:35][C:33]1=[O:34])(=O)C.C[O-].[Na+].Cl, predict the reaction product. The product is: [CH2:11]([O:10][C@@H:9]1[C@@:8]([CH2:27][OH:28])([CH2:18][O:19][CH2:20][C:21]2[CH:26]=[CH:25][CH:24]=[CH:23][CH:22]=2)[O:7][C@@H:6]([N:32]2[CH:39]=[CH:38][C:36](=[O:37])[NH:35][C:33]2=[O:34])[C@@H:5]1[OH:4])[C:12]1[CH:13]=[CH:14][CH:15]=[CH:16][CH:17]=1. (4) Given the reactants [CH3:1][O:2][C:3]1[CH:23]=[CH:22][C:6]([CH2:7][N:8]2[N:12]=[N:11][C:10]([C:13]3[CH:14]=[C:15]([CH:19]=[CH:20][CH:21]=3)[C:16](O)=[O:17])=[N:9]2)=[CH:5][CH:4]=1.C(Cl)(=O)C([Cl:27])=O.CN(C=O)C, predict the reaction product. The product is: [CH3:1][O:2][C:3]1[CH:23]=[CH:22][C:6]([CH2:7][N:8]2[N:12]=[N:11][C:10]([C:13]3[CH:14]=[C:15]([CH:19]=[CH:20][CH:21]=3)[C:16]([Cl:27])=[O:17])=[N:9]2)=[CH:5][CH:4]=1. (5) The product is: [CH3:1][C:2]1[CH:6]=[CH:5][O:4][C:3]=1[C:7]([NH:34][C:35]1[CH:36]=[CH:37][C:38]([O:39][C:40]2[CH:45]=[CH:44][N:43]=[C:42]([C:46]3[NH:47][CH:48]=[CH:49][CH:50]=3)[CH:41]=2)=[CH:58][CH:59]=1)=[O:9]. Given the reactants [CH3:1][C:2]1[CH:6]=[CH:5][O:4][C:3]=1[C:7]([OH:9])=O.CN(C(ON1N=NC2C=CC=NC1=2)=[N+](C)C)C.F[P-](F)(F)(F)(F)F.[NH2:34][C:35]1[CH:59]=[CH:58][C:38]([O:39][C:40]2[CH:45]=[CH:44][N:43]=[C:42]([C:46]3[N:47](C(OC(C)(C)C)=O)[CH:48]=[CH:49][CH:50]=3)[CH:41]=2)=[CH:37][CH:36]=1.C(N(CC)C(C)C)(C)C.FC(F)(F)C(O)=O, predict the reaction product. (6) Given the reactants [O:1]([C:8]1[CH:30]=[CH:29][C:11]([C:12]([NH:14][CH2:15][C:16]2[CH:21]=[CH:20][CH:19]=[C:18]([O:22][CH:23]3[CH2:28][CH2:27][NH:26][CH2:25][CH2:24]3)[CH:17]=2)=[O:13])=[CH:10][CH:9]=1)[C:2]1[CH:7]=[CH:6][CH:5]=[CH:4][CH:3]=1.[CH:31](=O)[CH3:32].C(O)(=O)C, predict the reaction product. The product is: [O:1]([C:8]1[CH:9]=[CH:10][C:11]([C:12]([NH:14][CH2:15][C:16]2[CH:21]=[CH:20][CH:19]=[C:18]([O:22][CH:23]3[CH2:24][CH2:25][N:26]([CH2:31][CH3:32])[CH2:27][CH2:28]3)[CH:17]=2)=[O:13])=[CH:29][CH:30]=1)[C:2]1[CH:3]=[CH:4][CH:5]=[CH:6][CH:7]=1.